This data is from Catalyst prediction with 721,799 reactions and 888 catalyst types from USPTO. The task is: Predict which catalyst facilitates the given reaction. (1) Reactant: C([O:3][C:4]([C:6]1[CH:7]=[C:8]2[N:14]=[C:13]([C:15]3[CH:16]=[C:17]4[C:22](=[CH:23][CH:24]=3)[N:21]=[C:20]([C:25]3[CH:30]=[CH:29][CH:28]=[CH:27][C:26]=3[Br:31])[CH:19]=[CH:18]4)[N:12]([CH:32]3[CH2:37][CH2:36][CH2:35][CH2:34][CH2:33]3)[C:9]2=[N:10][CH:11]=1)=[O:5])C.[OH-].[Na+].Cl. Product: [Br:31][C:26]1[CH:27]=[CH:28][CH:29]=[CH:30][C:25]=1[C:20]1[CH:19]=[CH:18][C:17]2[C:22](=[CH:23][CH:24]=[C:15]([C:13]3[N:12]([CH:32]4[CH2:33][CH2:34][CH2:35][CH2:36][CH2:37]4)[C:9]4=[N:10][CH:11]=[C:6]([C:4]([OH:5])=[O:3])[CH:7]=[C:8]4[N:14]=3)[CH:16]=2)[N:21]=1. The catalyst class is: 5. (2) Reactant: [C:1]1(CCC(O)C)C=CC=CC=1.[CH2:12]1[CH:17]2[CH:18]3[NH+]([O-])[CH:15]([CH2:16]2)[CH2:14][CH:13]1[CH2:19]3.[Br-].[K+].Cl.OO.[C:27](=[O:30])([O-])[O-].[Na+].[Na+].S([O-])([O-])(=O)=S.[Na+].[Na+]. Product: [CH3:12][C@H:17]1[CH2:16][C@@H:27]([OH:30])[C@H:13]([CH:14]([CH3:15])[CH3:1])[CH2:19][CH2:18]1. The catalyst class is: 4. (3) Reactant: [Br:1][C:2]1[CH:10]=[C:9]2[C:5]([C:6]([C:11]([OH:13])=[O:12])=[CH:7][NH:8]2)=[CH:4][CH:3]=1.[CH3:14][Si](C=[N+]=[N-])(C)C. Product: [CH3:14][O:12][C:11]([C:6]1[C:5]2[C:9](=[CH:10][C:2]([Br:1])=[CH:3][CH:4]=2)[NH:8][CH:7]=1)=[O:13]. The catalyst class is: 5. (4) Reactant: Cl[C:2]1[C:7]([N+:8]([O-:10])=[O:9])=[CH:6][N:5]=[C:4]2[CH:11]=[CH:12][S:13][C:3]=12.Cl.[NH2:15][C@H:16]1[CH2:21][CH2:20][C@H:19]([CH2:22][C:23]([O:25][CH2:26][CH3:27])=[O:24])[CH2:18][CH2:17]1.C(N(CC)CC)C. Product: [N+:8]([C:7]1[C:2]([NH:15][C@H:16]2[CH2:17][CH2:18][C@H:19]([CH2:22][C:23]([O:25][CH2:26][CH3:27])=[O:24])[CH2:20][CH2:21]2)=[C:3]2[S:13][CH:12]=[CH:11][C:4]2=[N:5][CH:6]=1)([O-:10])=[O:9]. The catalyst class is: 32. (5) Reactant: [CH3:1][O:2][C:3](=[O:15])[C@@H:4]([OH:14])[C@@H:5]([C:7]1[CH:12]=[CH:11][CH:10]=[CH:9][C:8]=1[Cl:13])[OH:6].[CH2:16](OC(OCC)C)[CH3:17].C1(C)C=CC(S(O)(=O)=O)=CC=1. Product: [CH3:1][O:2][C:3]([C@@H:4]1[C@@H:5]([C:7]2[CH:12]=[CH:11][CH:10]=[CH:9][C:8]=2[Cl:13])[O:6][CH:16]([CH3:17])[O:14]1)=[O:15]. The catalyst class is: 4. (6) Reactant: [C:1]([C:3]1[C:4]([NH:13][C@H:14]([C:16]2[N:21]=[C:20]3[CH:22]=[CH:23][N:24]([CH3:25])[C:19]3=[CH:18][C:17]=2[N:26]2[CH2:31][CH2:30][N:29]([C:32]([O:34][C:35]([CH3:38])([CH3:37])[CH3:36])=[O:33])[CH2:28][CH2:27]2)[CH3:15])=[N:5][C:6](SC)=[N:7][C:8]=1[CH2:9][CH3:10])#[N:2].O[O:40][S:41]([O-:43])=O.[K+].[C:45](#N)C. Product: [C:1]([C:3]1[C:4]([NH:13][C@H:14]([C:16]2[N:21]=[C:20]3[CH:22]=[CH:23][N:24]([CH3:25])[C:19]3=[CH:18][C:17]=2[N:26]2[CH2:27][CH2:28][N:29]([C:32]([O:34][C:35]([CH3:38])([CH3:36])[CH3:37])=[O:33])[CH2:30][CH2:31]2)[CH3:15])=[N:5][C:6]([S:41]([CH3:45])(=[O:43])=[O:40])=[N:7][C:8]=1[CH2:9][CH3:10])#[N:2]. The catalyst class is: 238. (7) Reactant: [BH4-].[Na+].[CH2:3]([C:5]1[CH:10]=[CH:9][C:8]([CH:11]2[CH2:16][N:15]([C:17]([N:19]3[CH2:24][CH2:23][O:22][CH2:21][CH2:20]3)=[O:18])[CH2:14][CH:13]([C:25](O)=[O:26])[CH2:12]2)=[CH:7][CH:6]=1)[CH3:4].Cl.O. Product: [CH2:3]([C:5]1[CH:10]=[CH:9][C:8]([CH:11]2[CH2:12][CH:13]([CH2:25][OH:26])[CH2:14][N:15]([C:17]([N:19]3[CH2:20][CH2:21][O:22][CH2:23][CH2:24]3)=[O:18])[CH2:16]2)=[CH:7][CH:6]=1)[CH3:4]. The catalyst class is: 7. (8) Reactant: [NH:1]1[C:9]2[C:4](=[CH:5][C:6]([C:10]#[N:11])=[CH:7][CH:8]=2)[CH:3]=[CH:2]1.[C:12]1([C:18]2[S:19][CH2:20][CH:21]([C:23]([OH:25])=[O:24])[N:22]=2)[CH:17]=[CH:16][CH:15]=[CH:14][CH:13]=1.C(#N)C1C=CC=CC=1.N[C@H](C(O)=O)CS.P([O-])([O-])([O-])=O. Product: [NH:1]1[C:9]2[C:4](=[CH:5][C:6]([C:10]3[S:19][CH2:20][C@@H:21]([C:23]([OH:25])=[O:24])[N:11]=3)=[CH:7][CH:8]=2)[CH:3]=[CH:2]1.[C:12]1([C:18]2[S:19][CH2:20][CH:21]([C:23]([OH:25])=[O:24])[N:22]=2)[CH:13]=[CH:14][CH:15]=[CH:16][CH:17]=1. The catalyst class is: 5. (9) Reactant: [Li]CCCC.[Br:6][C:7]1[CH:12]=[C:11]([C:13]([CH3:16])([CH3:15])[CH3:14])[CH:10]=[C:9](Br)[CH:8]=1.B(OC)(OC)[O:19]C. Product: [Br:6][C:7]1[CH:8]=[C:9]([OH:19])[CH:10]=[C:11]([C:13]([CH3:16])([CH3:15])[CH3:14])[CH:12]=1. The catalyst class is: 1.